This data is from Reaction yield outcomes from USPTO patents with 853,638 reactions. The task is: Predict the reaction yield, written as a fraction of the theoretical maximum amount of product (1.0 means a 100% yield; for example, 0.34 means a 34% yield). (1) The yield is 0.810. The reactants are [CH3:1][C:2]([C:12]1[CH:16]=[C:15]([NH:17][C:18](=[O:31])[C:19]([CH3:30])([S:21]([CH:24]2[CH2:29][CH2:28][O:27][CH2:26][CH2:25]2)(=[O:23])=[O:22])[CH3:20])[O:14][N:13]=1)([CH3:11])[CH2:3][O:4]C1CCCCO1.C1(C)C=CC(S([O-])(=O)=O)=CC=1.[NH+]1C=CC=CC=1. The catalyst is C(O)C. The product is [OH:4][CH2:3][C:2]([C:12]1[CH:16]=[C:15]([NH:17][C:18](=[O:31])[C:19]([CH3:30])([S:21]([CH:24]2[CH2:25][CH2:26][O:27][CH2:28][CH2:29]2)(=[O:23])=[O:22])[CH3:20])[O:14][N:13]=1)([CH3:11])[CH3:1]. (2) The catalyst is CO. The product is [OH:7][C@@H:1]1[C@@H:6]([NH:20][CH3:19])[CH2:5][CH2:4][CH2:3][C@@H:2]1[NH:8][C:9](=[O:18])[O:10][CH2:11][C:12]1[CH:17]=[CH:16][CH:15]=[CH:14][CH:13]=1. The yield is 0.970. The reactants are [C@@H:1]12[O:7][C@@H:6]1[CH2:5][CH2:4][CH2:3][C@@H:2]2[NH:8][C:9](=[O:18])[O:10][CH2:11][C:12]1[CH:17]=[CH:16][CH:15]=[CH:14][CH:13]=1.[CH3:19][NH2:20]. (3) The reactants are [CH:1]1[C:10]2[C:5](=[CH:6][CH:7]=[CH:8][CH:9]=2)[CH:4]=[CH:3][C:2]=1[C:11]([OH:13])=O.CN(C)C=O.S(Cl)(Cl)=O.[NH2:23][C:24]1[CH:25]=[C:26]([CH:29]=[CH:30][CH:31]=1)[C:27]#[N:28]. The catalyst is ClCCl.O.C(N(CC)CC)C. The product is [C:27]([C:26]1[CH:25]=[C:24]([NH:23][C:11]([C:2]2[CH:3]=[CH:4][C:5]3[C:10](=[CH:9][CH:8]=[CH:7][CH:6]=3)[CH:1]=2)=[O:13])[CH:31]=[CH:30][CH:29]=1)#[N:28]. The yield is 0.950. (4) The reactants are [CH3:1][S:2]([C:5]1[CH:10]=[CH:9][C:8]([C:11]([N:13]2[CH2:19][C:18]3[CH:20]=[C:21]([C:24]4[CH:33]=[CH:32][C:27]5[NH:28][C:29](=[S:31])[NH:30][C:26]=5[CH:25]=4)[CH:22]=[CH:23][C:17]=3[O:16][CH2:15][CH2:14]2)=[O:12])=[CH:7][CH:6]=1)(=[O:4])=[O:3].[C:34]([O-])([O-])=O.[K+].[K+].IC. The catalyst is C1COCC1. The product is [CH3:1][S:2]([C:5]1[CH:6]=[CH:7][C:8]([C:11]([N:13]2[CH2:19][C:18]3[CH:20]=[C:21]([C:24]4[CH:33]=[CH:32][C:27]5[N:28]=[C:29]([S:31][CH3:34])[NH:30][C:26]=5[CH:25]=4)[CH:22]=[CH:23][C:17]=3[O:16][CH2:15][CH2:14]2)=[O:12])=[CH:9][CH:10]=1)(=[O:4])=[O:3]. The yield is 0.960. (5) The reactants are S(=O)(=O)(O)[OH:2].N(=[CH:8][C:9]([NH:11][C:12]1[CH:19]=[CH:18][C:15]([O:16][CH3:17])=[CH:14][CH:13]=1)=[O:10])O. The catalyst is O. The product is [CH3:17][O:16][C:15]1[CH:14]=[C:13]2[C:12](=[CH:19][CH:18]=1)[NH:11][C:9](=[O:10])[C:8]2=[O:2]. The yield is 0.650. (6) The reactants are C(=O)([O-])[O-].[K+].[K+].F[C:8]1[CH:13]=[CH:12][C:11]([F:14])=[CH:10][C:9]=1[N+:15]([O-:17])=[O:16].CN(C)C=O.[C:23]([O:29][CH3:30])(=[O:28])[CH2:24][C:25]([CH3:27])=[O:26]. The catalyst is O.C1(C)C=CC=CC=1. The product is [CH3:30][O:29][C:23](=[O:28])[C:24]([C:8]1[CH:13]=[CH:12][C:11]([F:14])=[CH:10][C:9]=1[N+:15]([O-:17])=[O:16])=[C:25]([OH:26])[CH3:27]. The yield is 0.760. (7) The reactants are [Br:1][C:2]1[N:7]=[C:6]2[N:8]([CH2:12][CH2:13][CH:14]3[CH2:19][CH2:18][O:17][C:16]([CH3:21])([CH3:20])[CH2:15]3)C(=O)[NH:10][C:5]2=[N:4][CH:3]=1.BrC1C(N)=NC=C(Br)N=1.Cl.CC1(C)CC(CCN)CCO1.C(N(C(C)C)CC)(C)C. The catalyst is CS(C)=O. The product is [Br:1][C:2]1[N:7]=[C:6]([NH:8][CH2:12][CH2:13][CH:14]2[CH2:19][CH2:18][O:17][C:16]([CH3:20])([CH3:21])[CH2:15]2)[C:5]([NH2:10])=[N:4][CH:3]=1. The yield is 0.420. (8) The reactants are [F:1][C:2]([F:15])([F:14])[O:3][C:4]1[CH:9]=[CH:8][C:7]([CH2:10][C:11](O)=[O:12])=[CH:6][CH:5]=1.C1C[N:19]([P+](ON2N=NC3C=CC=CC2=3)(N2CCCC2)N2CCCC2)CC1.F[P-](F)(F)(F)(F)F. The catalyst is CN(C=O)C. The product is [F:1][C:2]([F:15])([F:14])[O:3][C:4]1[CH:9]=[CH:8][C:7]([CH2:10][C:11]([NH2:19])=[O:12])=[CH:6][CH:5]=1. The yield is 0.570. (9) The reactants are [C:1]([NH:6][C:7]1[CH:8]=[C:9]([CH:13]2[CH2:18][CH2:17][N:16](C(OC(C)(C)C)=O)[CH2:15][CH2:14]2)[CH:10]=[CH:11][CH:12]=1)(=[O:5])[CH:2]([CH3:4])[CH3:3].Cl. The catalyst is O1CCOCC1. The product is [CH3:3][CH:2]([CH3:4])[C:1]([NH:6][C:7]1[CH:12]=[CH:11][CH:10]=[C:9]([CH:13]2[CH2:18][CH2:17][NH:16][CH2:15][CH2:14]2)[CH:8]=1)=[O:5]. The yield is 0.460. (10) The reactants are [Si]([O:8][CH2:9][CH2:10][C:11]1([NH:14][C:15](=[O:21])[O:16][C:17]([CH3:20])([CH3:19])[CH3:18])[CH2:13][CH2:12]1)(C(C)(C)C)(C)C. The catalyst is C(Cl)Cl. The product is [OH:8][CH2:9][CH2:10][C:11]1([NH:14][C:15](=[O:21])[O:16][C:17]([CH3:19])([CH3:18])[CH3:20])[CH2:12][CH2:13]1. The yield is 0.600.